This data is from Catalyst prediction with 721,799 reactions and 888 catalyst types from USPTO. The task is: Predict which catalyst facilitates the given reaction. (1) Reactant: [C:1]1([C:19]2[CH:24]=[CH:23][CH:22]=[CH:21][CH:20]=2)[CH:6]=[CH:5][C:4]([O:7][CH2:8][C:9]2[CH:10]=[C:11]([S:15]([NH2:18])(=[O:17])=[O:16])[O:12][C:13]=2[CH3:14])=[CH:3][CH:2]=1.C(N(CC)CC)C.[C:32](Cl)(=[O:36])[CH2:33][CH2:34][CH3:35]. Product: [C:32]([NH:18][S:15]([C:11]1[O:12][C:13]([CH3:14])=[C:9]([CH2:8][O:7][C:4]2[CH:3]=[CH:2][C:1]([C:19]3[CH:20]=[CH:21][CH:22]=[CH:23][CH:24]=3)=[CH:6][CH:5]=2)[CH:10]=1)(=[O:17])=[O:16])(=[O:36])[CH2:33][CH2:34][CH3:35]. The catalyst class is: 112. (2) Reactant: [C:1]1([CH2:7][OH:8])[CH2:6][CH2:5][CH2:4][CH2:3][CH:2]=1.CS(C)=O.[H-].[Na+].[CH2:15](Br)[C:16]1[CH:21]=[CH:20][CH:19]=[CH:18][CH:17]=1. Product: [CH2:7]([O:8][CH2:15][CH:16]1[CH2:21][CH2:20][CH2:19][CH:18]=[CH:17]1)[C:1]1[CH:6]=[CH:5][CH:4]=[CH:3][CH:2]=1. The catalyst class is: 6. (3) Reactant: Cl.[C:2]1([CH:8]2[CH2:17][CH2:16][C:15]3[C:10](=[CH:11][CH:12]=[C:13]([O:18][C@@H:19]4[CH2:24][CH2:23][C@H:22]([CH2:25][NH2:26])[CH2:21][CH2:20]4)[CH:14]=3)[O:9]2)[CH:7]=[CH:6][CH:5]=[CH:4][CH:3]=1.[CH3:27][S:28](Cl)(=[O:30])=[O:29]. Product: [C:2]1([CH:8]2[CH2:17][CH2:16][C:15]3[C:10](=[CH:11][CH:12]=[C:13]([O:18][C@@H:19]4[CH2:24][CH2:23][C@H:22]([CH2:25][NH:26][S:28]([CH3:27])(=[O:30])=[O:29])[CH2:21][CH2:20]4)[CH:14]=3)[O:9]2)[CH:3]=[CH:4][CH:5]=[CH:6][CH:7]=1. The catalyst class is: 228. (4) Reactant: [CH3:1][O:2][C@H:3]([C@@H:8]([CH3:15])[C@@H:9]([O:13][CH3:14])/[CH:10]=[CH:11]/[CH3:12])[C@@H:4]([CH3:7])[CH2:5][OH:6].[C:16](Cl)(=[O:21])[C:17]([CH3:20])([CH3:19])[CH3:18]. Product: [CH3:1][O:2][C@H:3]([C@@H:8]([CH3:15])[C@@H:9]([O:13][CH3:14])/[CH:10]=[CH:11]/[CH3:12])[C@@H:4]([CH3:7])[CH2:5][O:6][C:16](=[O:21])[C:17]([CH3:20])([CH3:19])[CH3:18]. The catalyst class is: 17. (5) Reactant: [C:1]([O:7][CH2:8][N:9]1[C:17]2[C:12](=[N:13][C:14](Br)=[CH:15][N:16]=2)[C:11]([C:19](=[O:33])[NH:20][C:21]([CH3:32])([CH3:31])[CH2:22][O:23][Si](C(C)(C)C)(C)C)=[CH:10]1)(=[O:6])[C:2]([CH3:5])([CH3:4])[CH3:3].[CH3:34][N:35]1[C:43]2[C:38](=[CH:39][CH:40]=[C:41]([C:44]#[N:45])[CH:42]=2)[C:37]([Sn](CCCC)(CCCC)CCCC)=[N:36]1. Product: [C:1]([O:7][CH2:8][N:9]1[C:17]2=[N:16][CH:15]=[C:14]([C:37]3[C:38]4[C:43](=[CH:42][C:41]([C:44]#[N:45])=[CH:40][CH:39]=4)[N:35]([CH3:34])[N:36]=3)[N:13]=[C:12]2[C:11]([C:19](=[O:33])[NH:20][C:21]([CH3:31])([CH3:32])[CH2:22][OH:23])=[CH:10]1)(=[O:6])[C:2]([CH3:3])([CH3:5])[CH3:4]. The catalyst class is: 441. (6) The catalyst class is: 128. Product: [F:39][C:34]1[CH:35]=[CH:36][CH:37]=[C:38]2[C:33]=1[C:32]([NH2:40])=[N:31][C:30]2([C:25]1[CH:26]=[CH:27][C:28]([F:29])=[C:23]([C:5]2[CH:4]=[C:3]([O:2][CH3:1])[CH:8]=[CH:7][N:6]=2)[CH:24]=1)[C:41]1[CH:46]=[N:45][CH:44]=[N:43][CH:42]=1. Reactant: [CH3:1][O:2][C:3]1[CH:8]=[CH:7][N:6]=[C:5]([Sn](CCCC)(CCCC)CCCC)[CH:4]=1.Br[C:23]1[CH:24]=[C:25]([C:30]2([C:41]3[CH:42]=[N:43][CH:44]=[N:45][CH:46]=3)[C:38]3[C:33](=[C:34]([F:39])[CH:35]=[CH:36][CH:37]=3)[C:32]([NH2:40])=[N:31]2)[CH:26]=[CH:27][C:28]=1[F:29]. (7) Reactant: [CH:1]1[C:11]2[CH2:10][C:9]3([CH2:15][CH2:14][CH:13]([N:16]4[CH2:21][CH2:20][S:19][CH2:18][CH2:17]4)[CH2:12]3)[C:8]3[CH:22]=[CH:23][CH:24]=[CH:25][C:7]=3[CH2:6][C:5]=2[CH:4]=[CH:3][CH:2]=1.C(Cl)Cl.[OH:29]OS([O-])=O.[K+]. Product: [CH:1]1[C:11]2[CH2:10][C:9]3([CH2:15][CH2:14][CH:13]([N:16]4[CH2:17][CH2:18][S:19](=[O:29])[CH2:20][CH2:21]4)[CH2:12]3)[C:8]3[CH:22]=[CH:23][CH:24]=[CH:25][C:7]=3[CH2:6][C:5]=2[CH:4]=[CH:3][CH:2]=1. The catalyst class is: 24. (8) Reactant: [CH3:1][C:2]([O:5][C:6]1[CH:14]=[CH:13][C:9]([C:10]([OH:12])=O)=[CH:8][CH:7]=1)([CH3:4])[CH3:3].CN(C(ON1N=NC2C=CC=NC1=2)=[N+](C)C)C.F[P-](F)(F)(F)(F)F.CCN(C(C)C)C(C)C.O[NH:49][C:50]([C:52]1[C:53]2[CH:54]=[CH:55][N:56]=[CH:57][C:58]=2[CH:59]=[CH:60][CH:61]=1)=[NH:51]. Product: [CH3:4][C:2]([O:5][C:6]1[CH:7]=[CH:8][C:9]([C:10]2[O:12][N:51]=[C:50]([C:52]3[CH:61]=[CH:60][CH:59]=[C:58]4[C:53]=3[CH:54]=[CH:55][N:56]=[CH:57]4)[N:49]=2)=[CH:13][CH:14]=1)([CH3:1])[CH3:3]. The catalyst class is: 9.